This data is from Peptide-MHC class II binding affinity with 134,281 pairs from IEDB. The task is: Regression. Given a peptide amino acid sequence and an MHC pseudo amino acid sequence, predict their binding affinity value. This is MHC class II binding data. The binding affinity (normalized) is 0.719. The MHC is DRB1_1101 with pseudo-sequence DRB1_1101. The peptide sequence is EYIRIDAKVVPKSKIDTKIQ.